The task is: Predict the product of the given reaction.. This data is from Forward reaction prediction with 1.9M reactions from USPTO patents (1976-2016). (1) Given the reactants CC(OI1(OC(C)=O)(OC(C)=O)OC(=O)C2C=CC=CC1=2)=O.[C:23]([O:27][C:28](=[O:39])[NH:29][C@@H:30]1[CH2:35][CH2:34][C@@H:33]([CH2:36][CH2:37][OH:38])[O:32][CH2:31]1)([CH3:26])([CH3:25])[CH3:24].S([O-])([O-])(=O)=S.[Na+].[Na+].C(=O)([O-])O.[Na+], predict the reaction product. The product is: [C:23]([O:27][C:28](=[O:39])[NH:29][C@@H:30]1[CH2:35][CH2:34][C@@H:33]([CH2:36][CH:37]=[O:38])[O:32][CH2:31]1)([CH3:26])([CH3:24])[CH3:25]. (2) Given the reactants C([N:8]1[CH2:13][C:12]([CH3:15])([CH3:14])[O:11][CH2:10][CH:9]1[CH:16]([OH:18])[CH3:17])C1C=CC=CC=1, predict the reaction product. The product is: [CH3:15][C:12]1([CH3:14])[CH2:13][NH:8][CH:9]([CH:16]([OH:18])[CH3:17])[CH2:10][O:11]1. (3) Given the reactants [CH2:1]([O:3][C:4]([C:6]1[C:7]([CH3:26])=[N:8][C:9]([NH:13][CH2:14]/[CH:15]=[CH:16]/[C:17]2[CH:22]=[C:21]([OH:23])[CH:20]=[C:19](Br)[C:18]=2[CH3:25])=[N:10][C:11]=1[CH3:12])=[O:5])[CH3:2].[CH3:27]CO, predict the reaction product. The product is: [CH2:1]([O:3][C:4]([C:6]1[C:7]([CH3:26])=[N:8][C:9]([NH:13][CH2:14][CH2:15][CH2:16][C:17]2[CH:22]=[C:21]([O:23][CH3:27])[CH:20]=[CH:19][C:18]=2[CH3:25])=[N:10][C:11]=1[CH3:12])=[O:5])[CH3:2]. (4) Given the reactants [Cl:1][C:2]1[C:7]([OH:8])=[CH:6][CH:5]=[CH:4][C:3]=1[OH:9].S(OC)(O[CH3:14])(=O)=O.Cl, predict the reaction product. The product is: [Cl:1][C:2]1[C:7]([O:8][CH3:14])=[CH:6][CH:5]=[CH:4][C:3]=1[OH:9].